From a dataset of Reaction yield outcomes from USPTO patents with 853,638 reactions. Predict the reaction yield, written as a fraction of the theoretical maximum amount of product (1.0 means a 100% yield; for example, 0.34 means a 34% yield). (1) The reactants are [CH3:1][C:2]1[CH:7]=[CH:6][C:5]([S:8]([N:11]2[C:15]([C:16]3[CH:21]=[CH:20][CH:19]=[CH:18][CH:17]=3)=[CH:14][C:13]([C:22](OCC)=[O:23])=[CH:12]2)(=[O:10])=[O:9])=[CH:4][CH:3]=1.C1(C)C=CC=CC=1.[H-].C([Al+]CC(C)C)C(C)C.Cl. The catalyst is O1CCCC1. The product is [CH3:1][C:2]1[CH:3]=[CH:4][C:5]([S:8]([N:11]2[C:15]([C:16]3[CH:21]=[CH:20][CH:19]=[CH:18][CH:17]=3)=[CH:14][C:13]([CH2:22][OH:23])=[CH:12]2)(=[O:10])=[O:9])=[CH:6][CH:7]=1. The yield is 0.910. (2) The reactants are [Cl:1][C:2]1[N:3]=[C:4]([C:9]([NH:11][C@H:12]2[CH2:17][CH2:16][N:15]([C:18]3[S:19][C:20]([C:25]([O:27][CH2:28][CH3:29])=[O:26])=[C:21]([CH:23]=[O:24])[N:22]=3)[CH2:14][C@H:13]2[O:30][CH2:31][CH3:32])=[O:10])[NH:5][C:6]=1[CH2:7][CH3:8].Cl([O-])=[O:34].[Na+].P([O-])(O)(O)=O.[Na+].CC(=CC)C. No catalyst specified. The product is [Cl:1][C:2]1[N:3]=[C:4]([C:9]([NH:11][C@H:12]2[CH2:17][CH2:16][N:15]([C:18]3[S:19][C:20]([C:25]([O:27][CH2:28][CH3:29])=[O:26])=[C:21]([C:23]([OH:34])=[O:24])[N:22]=3)[CH2:14][C@H:13]2[O:30][CH2:31][CH3:32])=[O:10])[NH:5][C:6]=1[CH2:7][CH3:8]. The yield is 0.990.